Predict which catalyst facilitates the given reaction. From a dataset of Catalyst prediction with 721,799 reactions and 888 catalyst types from USPTO. (1) Reactant: Br[CH2:2][C:3]1[O:7][C:6]2[C:8]([O:14]C(=O)C)=[C:9]([O:12][CH3:13])[CH:10]=[CH:11][C:5]=2[C:4]=1[C:18](=[O:31])[C:19]1[CH:24]=[C:23]([O:25][CH3:26])[C:22]([O:27][CH3:28])=[C:21]([O:29][CH3:30])[CH:20]=1.C(=O)([O-])[O-].[K+].[K+].[NH:38]1[CH:42]=[CH:41][N:40]=[CH:39]1. Product: [N:38]1([CH2:2][C:3]2[O:7][C:6]3[C:8]([OH:14])=[C:9]([O:12][CH3:13])[CH:10]=[CH:11][C:5]=3[C:4]=2[C:18](=[O:31])[C:19]2[CH:20]=[C:21]([O:29][CH3:30])[C:22]([O:27][CH3:28])=[C:23]([O:25][CH3:26])[CH:24]=2)[CH:42]=[CH:41][N:40]=[CH:39]1. The catalyst class is: 10. (2) Reactant: Cl.C([O:6][C:7]([C:9]1[N:10]=[N:11][C:12]([C:15]2[CH:16]=[N:17][C:18]([C:21]([C:26]3[CH:31]=[CH:30][C:29]([C:32]4[CH:33]=[N:34][C:35]([N:38]5[C:42]([CH3:43])=[CH:41][CH:40]=[C:39]5[CH3:44])=[N:36][CH:37]=4)=[CH:28][CH:27]=3)([CH3:25])[CH:22]([CH3:24])[CH3:23])=[CH:19][CH:20]=2)=[CH:13][CH:14]=1)=[CH2:8])CCC.C(=O)(O)[O-].[Na+].[Cl-].[Na+]. Product: [CH3:44][C:39]1[N:38]([C:35]2[N:34]=[CH:33][C:32]([C:29]3[CH:28]=[CH:27][C:26]([C:21]([C:18]4[N:17]=[CH:16][C:15]([C:12]5[N:11]=[N:10][C:9]([C:7](=[O:6])[CH3:8])=[CH:14][CH:13]=5)=[CH:20][CH:19]=4)([CH3:25])[CH:22]([CH3:23])[CH3:24])=[CH:31][CH:30]=3)=[CH:37][N:36]=2)[C:42]([CH3:43])=[CH:41][CH:40]=1. The catalyst class is: 14. (3) Reactant: C(OC(=O)[NH:10][CH2:11][C@H:12]1[CH2:17][CH2:16][C@@H:15]([NH:18][C:19]2[CH:28]=[C:27]([NH:29][CH3:30])[C:26]3[C:21](=[CH:22][CH:23]=[CH:24][CH:25]=3)[N:20]=2)[CH2:14][CH2:13]1)C1C=CC=CC=1.[Br:32][C:33]1[CH:40]=[CH:39][C:36]([CH:37]=O)=[C:35]([O:41][C:42]([F:45])([F:44])[F:43])[CH:34]=1.C(O)(=O)C.[BH3-]C#N.[Na+].[ClH:54]. Product: [ClH:54].[ClH:54].[Br:32][C:33]1[CH:40]=[CH:39][C:36]([CH2:37][NH:10][CH2:11][C@@H:12]2[CH2:13][CH2:14][C@H:15]([NH:18][C:19]3[CH:28]=[C:27]([NH:29][CH3:30])[C:26]4[C:21](=[CH:22][CH:23]=[CH:24][CH:25]=4)[N:20]=3)[CH2:16][CH2:17]2)=[C:35]([O:41][C:42]([F:45])([F:44])[F:43])[CH:34]=1. The catalyst class is: 515. (4) Reactant: [Cl:1][C:2]1[N:3]=[C:4](Cl)[C:5]2[S:10][CH:9]=[C:8]([CH3:11])[C:6]=2[N:7]=1.[CH2:13]([NH2:15])[CH3:14]. Product: [Cl:1][C:2]1[N:3]=[C:4]([NH:15][CH2:13][CH3:14])[C:5]2[S:10][CH:9]=[C:8]([CH3:11])[C:6]=2[N:7]=1. The catalyst class is: 3. (5) Reactant: [C:1]([O:7][CH2:8][CH3:9])(=[O:6])[CH2:2][C:3]([CH3:5])=[O:4].[N:10]([O-])=[O:11].[Na+]. The catalyst class is: 86. Product: [OH:11][N:10]=[C:2]([C:3](=[O:4])[CH3:5])[C:1]([O:7][CH2:8][CH3:9])=[O:6].